This data is from NCI-60 drug combinations with 297,098 pairs across 59 cell lines. The task is: Regression. Given two drug SMILES strings and cell line genomic features, predict the synergy score measuring deviation from expected non-interaction effect. (1) Drug 2: C1=CC(=CC=C1CCCC(=O)O)N(CCCl)CCCl. Synergy scores: CSS=29.4, Synergy_ZIP=-11.3, Synergy_Bliss=-7.13, Synergy_Loewe=-7.53, Synergy_HSA=-5.16. Drug 1: C1CCC(CC1)NC(=O)N(CCCl)N=O. Cell line: MCF7. (2) Drug 1: C1CCN(CC1)CCOC2=CC=C(C=C2)C(=O)C3=C(SC4=C3C=CC(=C4)O)C5=CC=C(C=C5)O. Synergy scores: CSS=24.6, Synergy_ZIP=1.03, Synergy_Bliss=1.72, Synergy_Loewe=-39.7, Synergy_HSA=0.0133. Cell line: PC-3. Drug 2: CC1=C2C(C(=O)C3(C(CC4C(C3C(C(C2(C)C)(CC1OC(=O)C(C(C5=CC=CC=C5)NC(=O)OC(C)(C)C)O)O)OC(=O)C6=CC=CC=C6)(CO4)OC(=O)C)O)C)O. (3) Drug 1: CCCCCOC(=O)NC1=NC(=O)N(C=C1F)C2C(C(C(O2)C)O)O. Drug 2: CS(=O)(=O)OCCCCOS(=O)(=O)C. Cell line: BT-549. Synergy scores: CSS=1.25, Synergy_ZIP=-1.17, Synergy_Bliss=1.10, Synergy_Loewe=-4.03, Synergy_HSA=-2.97. (4) Drug 1: COC1=NC(=NC2=C1N=CN2C3C(C(C(O3)CO)O)O)N. Drug 2: C1CCC(C(C1)N)N.C(=O)(C(=O)[O-])[O-].[Pt+4]. Cell line: SK-MEL-5. Synergy scores: CSS=37.1, Synergy_ZIP=-11.3, Synergy_Bliss=-2.77, Synergy_Loewe=-16.2, Synergy_HSA=1.33. (5) Drug 1: C1=CC(=CC=C1CCCC(=O)O)N(CCCl)CCCl. Drug 2: C1=NC2=C(N=C(N=C2N1C3C(C(C(O3)CO)O)O)F)N. Cell line: CAKI-1. Synergy scores: CSS=25.2, Synergy_ZIP=-11.3, Synergy_Bliss=-9.15, Synergy_Loewe=-16.5, Synergy_HSA=-8.39.